Dataset: Reaction yield outcomes from USPTO patents with 853,638 reactions. Task: Predict the reaction yield, written as a fraction of the theoretical maximum amount of product (1.0 means a 100% yield; for example, 0.34 means a 34% yield). (1) The reactants are [CH3:1][C:2]1[S:6][C:5]([C:7]([OH:9])=O)=[CH:4][CH:3]=1.[CH3:10][C:11]1[C:12]([NH2:26])=[N:13][C:14]2([C:24]3[C:19](=[CH:20][CH:21]=[C:22]([NH2:25])[CH:23]=3)[O:18][CH2:17][CH2:16]2)[N:15]=1. No catalyst specified. The product is [NH2:26][C:12]1[C:11]([CH3:10])=[N:15][C:14]2([C:24]3[C:19](=[CH:20][CH:21]=[C:22]([NH:25][C:7]([C:5]4[S:6][C:2]([CH3:1])=[CH:3][CH:4]=4)=[O:9])[CH:23]=3)[O:18][CH2:17][CH2:16]2)[N:13]=1. The yield is 0.570. (2) The reactants are [CH3:1][N:2]1[CH2:6][CH2:5][CH2:4][CH:3]1[C:7]1[CH:8]=[CH:9][C:10]([NH2:13])=[N:11][CH:12]=1.CC[Br-][O:17][C:18]([C:20]([CH3:22])=O)=[O:19].O.[OH-].[Li+]. The catalyst is C(O)C. The product is [CH3:1][N:2]1[CH2:6][CH2:5][CH2:4][CH:3]1[C:7]1[CH:8]=[CH:9][C:10]2[N:11]([CH:22]=[C:20]([C:18]([OH:19])=[O:17])[N:13]=2)[CH:12]=1. The yield is 0.420. (3) The reactants are [CH3:1][C@H:2]1[CH2:7][NH:6][CH2:5][C@@H:4]([CH3:8])[NH:3]1.[C:9]([O:13][C:14](N=C(C1C=CC=CC=1)C#N)=[O:15])([CH3:12])([CH3:11])[CH3:10]. The catalyst is O1CCCC1. The product is [C:9]([O:13][C:14]([N:6]1[CH2:5][CH:4]([CH3:8])[NH:3][CH:2]([CH3:1])[CH2:7]1)=[O:15])([CH3:12])([CH3:11])[CH3:10]. The yield is 0.720. (4) The reactants are [CH3:1][O:2][C:3]1[CH:12]=[C:11]2[C:6]([C:7](=O)[CH2:8][CH:9]([C:13]([O:15][CH2:16][CH3:17])=[O:14])[O:10]2)=[CH:5][CH:4]=1.Cl.[CH3:20][O:21][NH2:22]. The catalyst is N1C=CC=CC=1. The product is [CH3:1][O:2][C:3]1[CH:12]=[C:11]2[C:6]([C:7](=[N:22][O:21][CH3:20])[CH2:8][CH:9]([C:13]([O:15][CH2:16][CH3:17])=[O:14])[O:10]2)=[CH:5][CH:4]=1. The yield is 0.900. (5) The reactants are [OH:1][C:2]1[CH:9]=[CH:8][C:5]([CH:6]=[O:7])=[CH:4][C:3]=1[CH3:10].[CH3:11][C:12]1[O:16][C:15]([C:17]2[CH:22]=[CH:21][CH:20]=[CH:19][CH:18]=2)=[N:14][C:13]=1[CH2:23][CH2:24]OS(C)(=O)=O.[OH-].[K+]. The catalyst is C([N+](CCCC)(CCCC)CCCC)CCC.S([O-])(O)(=O)=O.C1(C)C=CC=CC=1. The product is [CH3:10][C:3]1[CH:4]=[C:5]([CH:8]=[CH:9][C:2]=1[O:1][CH2:24][CH2:23][C:13]1[N:14]=[C:15]([C:17]2[CH:22]=[CH:21][CH:20]=[CH:19][CH:18]=2)[O:16][C:12]=1[CH3:11])[CH:6]=[O:7]. The yield is 0.720. (6) The reactants are [C:1]([NH:4][C:5]1[CH:10]=[CH:9][C:8]([C:11]2[N:20]=[C:19]([C:21](O)=[O:22])[C:18]3[C:13](=[CH:14][CH:15]=[CH:16][CH:17]=3)[N:12]=2)=[CH:7][CH:6]=1)(=[O:3])[CH3:2].Cl.[OH:25][C:26]1[C:35]([CH3:36])=[CH:34][CH:33]=[C:32]2[C:27]=1[CH2:28][CH2:29][NH:30][CH2:31]2. No catalyst specified. The product is [C:1]([NH:4][C:5]1[CH:10]=[CH:9][C:8]([C:11]2[N:20]=[C:19]([C:21]([N:30]3[CH2:29][CH2:28][C:27]4[C:32](=[CH:33][CH:34]=[C:35]([CH3:36])[C:26]=4[OH:25])[CH2:31]3)=[O:22])[C:18]3[C:13](=[CH:14][CH:15]=[CH:16][CH:17]=3)[N:12]=2)=[CH:7][CH:6]=1)(=[O:3])[CH3:2]. The yield is 0.0800.